From a dataset of Full USPTO retrosynthesis dataset with 1.9M reactions from patents (1976-2016). Predict the reactants needed to synthesize the given product. (1) Given the product [CH:2]([C:3]1[CH:4]=[C:5]2[C:10](=[CH:11][CH:12]=1)[N:9]=[C:8]([CH2:13][CH:14]([CH3:15])[CH3:16])[C:7]([CH2:17][NH:18][C:19](=[O:25])[O:20][C:21]([CH3:24])([CH3:23])[CH3:22])=[C:6]2[C:26]1[CH:31]=[CH:30][C:29]([CH3:32])=[CH:28][CH:27]=1)=[O:1], predict the reactants needed to synthesize it. The reactants are: [OH:1][CH2:2][C:3]1[CH:4]=[C:5]2[C:10](=[CH:11][CH:12]=1)[N:9]=[C:8]([CH2:13][CH:14]([CH3:16])[CH3:15])[C:7]([CH2:17][NH:18][C:19](=[O:25])[O:20][C:21]([CH3:24])([CH3:23])[CH3:22])=[C:6]2[C:26]1[CH:31]=[CH:30][C:29]([CH3:32])=[CH:28][CH:27]=1. (2) Given the product [CH3:40][O:39][C:36]([C:37]1[N:6]([S:15]([C:18]2[CH:23]=[CH:22][CH:21]=[CH:20][CH:19]=2)(=[O:17])=[O:16])[C:7]2[C:12]([CH:13]=1)=[CH:11][C:10]([S:32]([CH3:25])(=[O:34])=[O:33])=[CH:9][CH:8]=2)=[O:38], predict the reactants needed to synthesize it. The reactants are: COC(C1[N:6]([S:15]([C:18]2[CH:23]=[CH:22][CH:21]=[CH:20][CH:19]=2)(=[O:17])=[O:16])[C:7]2[C:12]([CH:13]=1)=[CH:11][C:10](C)=[CH:9][CH:8]=2)=S.O1CCC[CH2:25]1.O.OO[S:32]([O-:34])=[O:33].[K+].[C:36]([O:39][CH2:40]C)(=[O:38])[CH3:37]. (3) Given the product [ClH:1].[CH3:2][O:3][C:4]1[CH:9]=[C:8]([CH3:10])[C:7]([S:11]([N:14]2[CH2:19][CH2:18][CH2:17][CH2:16][CH:15]2[CH2:20][O:21][CH2:22][C:23]([N:25]2[CH2:26][CH2:27][NH:28][CH2:29][CH2:30]2)=[O:24])(=[O:12])=[O:13])=[C:6]([CH3:38])[CH:5]=1, predict the reactants needed to synthesize it. The reactants are: [ClH:1].[CH3:2][O:3][C:4]1[CH:9]=[C:8]([CH3:10])[C:7]([S:11]([N:14]2[CH2:19][CH2:18][CH2:17][CH2:16][CH:15]2[CH2:20][O:21][CH2:22][C:23]([N:25]2[CH2:30][CH2:29][N:28](C(OC(C)(C)C)=O)[CH2:27][CH2:26]2)=[O:24])(=[O:13])=[O:12])=[C:6]([CH3:38])[CH:5]=1. (4) Given the product [CH3:19][N:20]([CH3:24])[CH2:21][CH2:22][NH:23][CH2:2][C:3]1[CH:12]=[CH:11][C:6]([C:7]([O:9][CH3:10])=[O:8])=[CH:5][CH:4]=1, predict the reactants needed to synthesize it. The reactants are: Br[CH2:2][C:3]1[CH:12]=[CH:11][C:6]([C:7]([O:9][CH3:10])=[O:8])=[CH:5][CH:4]=1.C([O-])([O-])=O.[K+].[K+].[CH3:19][N:20]([CH3:24])[CH2:21][CH2:22][NH2:23]. (5) Given the product [C@@:10]12([OH:9])[CH2:11][CH2:17][CH2:16][CH2:15][C@@H:14]1[CH2:17][CH2:16][CH2:15][CH2:14]2, predict the reactants needed to synthesize it. The reactants are: [BH4-].[Na+].B(F)(F)F.CC[O:9][CH2:10][CH3:11].O.O1[CH2:17][CH2:16][CH2:15][CH2:14]1. (6) Given the product [Cl:26][C:27]1[CH:28]=[CH:29][C:30]([C:33]2([C:37]3[C:46]4[C:41](=[CH:42][C:43]([O:47][CH2:8][CH2:12][NH2:13])=[CH:44][CH:45]=4)[CH2:40][CH2:39][N:38]=3)[CH2:36][CH2:35][CH2:34]2)=[CH:31][CH:32]=1, predict the reactants needed to synthesize it. The reactants are: FC1C=CC([C:8]2([C:12]3C4C(=CC=C(OCCN)C=4)CC[N:13]=3)CCC2)=CC=1.[Cl:26][C:27]1[CH:32]=[CH:31][C:30]([C:33]2([C:37]3[C:46]4[C:41](=[CH:42][C:43]([OH:47])=[CH:44][CH:45]=4)[CH2:40][CH2:39][N:38]=3)[CH2:36][CH2:35][CH2:34]2)=[CH:29][CH:28]=1. (7) Given the product [Cl:1][C:2]1[CH:7]=[C:6]([C:8]2[CH:9]=[CH:10][C:11]3[N:12]([C:14]([CH2:17][O:18][C:19]4[C:28]5[C:23](=[CH:24][C:25]([O:29][CH3:30])=[CH:26][CH:27]=5)[N:22]=[CH:21][CH:20]=4)=[N:15][N:16]=3)[N:13]=2)[CH:5]=[CH:4][C:3]=1[C@H:31]([NH2:36])[C:32]([F:33])([F:35])[F:34], predict the reactants needed to synthesize it. The reactants are: [Cl:1][C:2]1[CH:7]=[C:6]([C:8]2[CH:9]=[CH:10][C:11]3[N:12]([C:14]([CH2:17][O:18][C:19]4[C:28]5[C:23](=[CH:24][C:25]([O:29][CH3:30])=[CH:26][CH:27]=5)[N:22]=[CH:21][CH:20]=4)=[N:15][N:16]=3)[N:13]=2)[CH:5]=[CH:4][C:3]=1[C@H:31]([NH:36][S@@](C(C)(C)C)=O)[C:32]([F:35])([F:34])[F:33].